Dataset: Forward reaction prediction with 1.9M reactions from USPTO patents (1976-2016). Task: Predict the product of the given reaction. (1) Given the reactants Br[C:2]([F:9])([F:8])[C:3]([O:5][CH2:6][CH3:7])=[O:4].Br[C:11]1[CH:16]=[CH:15][CH:14]=[C:13]([O:17][CH3:18])[N:12]=1.P([O-])(O)(O)=O.[K+], predict the reaction product. The product is: [F:8][C:2]([F:9])([C:11]1[CH:16]=[CH:15][CH:14]=[C:13]([O:17][CH3:18])[N:12]=1)[C:3]([O:5][CH2:6][CH3:7])=[O:4]. (2) Given the reactants [NH2:1][C:2]1[S:6][N:5]=[C:4]([CH3:7])[C:3]=1[C:8]([OH:10])=O.S(Cl)(Cl)=O.[CH:15]([O:18][C:19]1[N:24]=[CH:23][C:22]([NH2:25])=[CH:21][CH:20]=1)([CH3:17])[CH3:16].C(N(CC)CC)C, predict the reaction product. The product is: [NH2:1][C:2]1[S:6][N:5]=[C:4]([CH3:7])[C:3]=1[C:8]([NH:25][C:22]1[CH:23]=[N:24][C:19]([O:18][CH:15]([CH3:17])[CH3:16])=[CH:20][CH:21]=1)=[O:10]. (3) Given the reactants [H-].[Na+].O1CCCC1.[C:8](=[O:13])([O:11][CH3:12])OC.[Br:14][C:15]1[S:16][C:17]([C:20](=[O:22])[CH3:21])=[CH:18][CH:19]=1, predict the reaction product. The product is: [Br:14][C:15]1[S:16][C:17]([C:20](=[O:22])[CH2:21][C:8]([O:11][CH3:12])=[O:13])=[CH:18][CH:19]=1.